Dataset: Forward reaction prediction with 1.9M reactions from USPTO patents (1976-2016). Task: Predict the product of the given reaction. (1) Given the reactants [CH3:1][C:2]1[CH:3]=[N+:4]([O-:11])[CH:5]=[CH:6][C:7]=1[N+:8]([O-:10])=[O:9].CNC.O.[CH3:16][N:17]([CH3:20])[CH:18]=O, predict the reaction product. The product is: [CH3:16][N:17]([CH3:20])/[CH:18]=[CH:1]/[C:2]1[CH:3]=[N+:4]([O-:11])[CH:5]=[CH:6][C:7]=1[N+:8]([O-:10])=[O:9]. (2) Given the reactants C([O:8][C:9](=[O:26])[CH2:10][CH2:11][C:12]#[C:13][C:14]1[N:18]([C:19]([O:21][C:22]([CH3:25])([CH3:24])[CH3:23])=[O:20])[CH:17]=[N:16][CH:15]=1)C1C=CC=CC=1.[H][H], predict the reaction product. The product is: [C:22]([O:21][C:19]([N:18]1[C:14]([CH2:13][CH2:12][CH2:11][CH2:10][C:9]([OH:26])=[O:8])=[CH:15][N:16]=[CH:17]1)=[O:20])([CH3:25])([CH3:23])[CH3:24]. (3) Given the reactants C([N:8]1[CH2:30][CH2:29][C:11]2[N:12]=[CH:13][N:14]=[C:15]([NH:16][C@@H:17]([C:19]3[CH:20]=[N:21][C:22]([C:25]([F:28])([F:27])[F:26])=[CH:23][CH:24]=3)[CH3:18])[C:10]=2[CH2:9]1)C1C=CC=CC=1, predict the reaction product. The product is: [F:28][C:25]([F:26])([F:27])[C:22]1[N:21]=[CH:20][C:19]([C@H:17]([NH:16][C:15]2[C:10]3[CH2:9][NH:8][CH2:30][CH2:29][C:11]=3[N:12]=[CH:13][N:14]=2)[CH3:18])=[CH:24][CH:23]=1. (4) Given the reactants [Si:1]([O:8][C@H:9](/[CH:13]=[CH:14]/[CH2:15][CH2:16][CH2:17][CH3:18])[C@H:10]([OH:12])[CH3:11])([C:4]([CH3:7])([CH3:6])[CH3:5])([CH3:3])[CH3:2].[Si:19]([O:26][C@@H:27]([C@H:29]([OH:36])/[CH:30]=[CH:31]/[CH2:32][CH2:33][CH2:34][CH3:35])[CH3:28])([C:22]([CH3:25])([CH3:24])[CH3:23])([CH3:21])[CH3:20], predict the reaction product. The product is: [Si:1]([O:8][C@H:9]([CH2:13][CH2:14][CH2:15][CH2:16][CH2:17][CH3:18])[C@H:10]([OH:12])[CH3:11])([C:4]([CH3:7])([CH3:6])[CH3:5])([CH3:3])[CH3:2].[Si:19]([O:26][C@@H:27]([C@H:29]([OH:36])[CH2:30][CH2:31][CH2:32][CH2:33][CH2:34][CH3:35])[CH3:28])([C:22]([CH3:23])([CH3:25])[CH3:24])([CH3:21])[CH3:20]. (5) Given the reactants F[C:2](F)(F)C(O)=O.C([Zn]CC)C.ICI.[CH:16]1[C:28]2[CH:27]([CH2:29][O:30][C:31]([NH:33][C@@:34]3([C:46]([O:48][CH2:49][CH3:50])=[O:47])[CH2:39][C:38](=[CH2:40])[C@@H:37]4[C@H:35]3[C@H:36]4[C:41]([O:43][CH2:44][CH3:45])=[O:42])=[O:32])[C:26]3[C:21](=[CH:22][CH:23]=[CH:24][CH:25]=3)[C:20]=2[CH:19]=[CH:18][CH:17]=1, predict the reaction product. The product is: [CH:25]1[C:26]2[CH:27]([CH2:29][O:30][C:31]([NH:33][C@@:34]3([C:46]([O:48][CH2:49][CH3:50])=[O:47])[CH2:39][C:38]4([CH2:2][CH2:40]4)[C@@H:37]4[C@H:35]3[C@H:36]4[C:41]([O:43][CH2:44][CH3:45])=[O:42])=[O:32])[C:28]3[C:20](=[CH:19][CH:18]=[CH:17][CH:16]=3)[C:21]=2[CH:22]=[CH:23][CH:24]=1. (6) Given the reactants C([O:4][C@H:5]([C@H:9]1[O:14][CH2:13][CH2:12][N:11]([C:15]2[CH:20]=[CH:19][C:18]([C:21]([F:24])([F:23])[F:22])=[CH:17][CH:16]=2)[C:10]1=[O:25])[C:6](Cl)=[O:7])(=O)C.[NH2:26][C:27]1[CH:36]=[C:35]2[C:30]([C:31]([NH:37]C(=O)OC(C)(C)C)=[N:32][CH:33]=[N:34]2)=[CH:29][CH:28]=1.N1C=CC=CC=1.C(#N)C, predict the reaction product. The product is: [NH2:37][C:31]1[C:30]2[C:35](=[CH:36][C:27]([NH:26][C:6](=[O:7])[C@H:5]([OH:4])[C@H:9]3[O:14][CH2:13][CH2:12][N:11]([C:15]4[CH:20]=[CH:19][C:18]([C:21]([F:24])([F:23])[F:22])=[CH:17][CH:16]=4)[C:10]3=[O:25])=[CH:28][CH:29]=2)[N:34]=[CH:33][N:32]=1. (7) Given the reactants [NH2:1][C:2]1([C:5]([O:7][CH2:8][CH3:9])=[O:6])[CH2:4][CH2:3]1.C(N(C(C)C)CC)(C)C.[Cl:19][C:20]1[CH:28]=[CH:27][C:23]([C:24](Cl)=[O:25])=[CH:22][CH:21]=1, predict the reaction product. The product is: [Cl:19][C:20]1[CH:28]=[CH:27][C:23]([C:24]([NH:1][C:2]2([C:5]([O:7][CH2:8][CH3:9])=[O:6])[CH2:4][CH2:3]2)=[O:25])=[CH:22][CH:21]=1.